Dataset: Catalyst prediction with 721,799 reactions and 888 catalyst types from USPTO. Task: Predict which catalyst facilitates the given reaction. (1) Reactant: [Cl:1][C:2]1[N:7]=[C:6]([CH3:8])[C:5]2[C:9](=[O:31])[NH:10][N:11]([C:12]([C:25]3[CH:30]=[CH:29][CH:28]=[CH:27][CH:26]=3)([C:19]3[CH:24]=[CH:23][CH:22]=[CH:21][CH:20]=3)[C:13]3[CH:18]=[CH:17][CH:16]=[CH:15][CH:14]=3)[C:4]=2[CH:3]=1.C(=O)([O-])[O-].[K+].[K+].[F:38][C:39]([F:50])([F:49])I1C2C=CC=CC=2CO1. Product: [Cl:1][C:2]1[N:7]=[C:6]([CH3:8])[C:5]2[C:9]([O:31][C:39]([F:50])([F:49])[F:38])=[N:10][N:11]([C:12]([C:13]3[CH:18]=[CH:17][CH:16]=[CH:15][CH:14]=3)([C:19]3[CH:20]=[CH:21][CH:22]=[CH:23][CH:24]=3)[C:25]3[CH:26]=[CH:27][CH:28]=[CH:29][CH:30]=3)[C:4]=2[CH:3]=1. The catalyst class is: 3. (2) Reactant: C[O:2][C:3]([C:5]1[S:6][CH:7]=[C:8]([CH2:10][CH2:11][CH2:12][C:13]2[NH:23][C:16]3[N:17]=[C:18]([NH2:22])[NH:19][C:20](=[O:21])[C:15]=3[CH:14]=2)[CH:9]=1)=[O:4].[OH-].[Na+].C(Cl)(Cl)Cl.CO. Product: [NH2:22][C:18]1[NH:19][C:20](=[O:21])[C:15]2[CH:14]=[C:13]([CH2:12][CH2:11][CH2:10][C:8]3[CH:9]=[C:5]([C:3]([OH:4])=[O:2])[S:6][CH:7]=3)[NH:23][C:16]=2[N:17]=1. The catalyst class is: 5. (3) Reactant: [CH2:1]([Li])CCC.[C:6]([C:8]1[N:12]([CH:13]2[CH2:18][CH2:17][N:16]([C:19]([O:21][CH:22]([CH3:24])[CH3:23])=[O:20])[CH2:15][CH2:14]2)[N:11]=[CH:10][C:9]=1[CH:25]=O)#[N:7]. Product: [C:6]([C:8]1[N:12]([CH:13]2[CH2:18][CH2:17][N:16]([C:19]([O:21][CH:22]([CH3:24])[CH3:23])=[O:20])[CH2:15][CH2:14]2)[N:11]=[CH:10][C:9]=1[CH:25]=[CH2:1])#[N:7]. The catalyst class is: 597.